From a dataset of Full USPTO retrosynthesis dataset with 1.9M reactions from patents (1976-2016). Predict the reactants needed to synthesize the given product. Given the product [F:1][C:2]1[CH:8]=[CH:7][CH:6]=[CH:5][C:3]=1[NH:4][CH2:10][C:11]1[CH:19]=[CH:18][C:15]([O:16][CH3:17])=[C:13]([OH:14])[CH:12]=1, predict the reactants needed to synthesize it. The reactants are: [F:1][C:2]1[CH:8]=[CH:7][CH:6]=[CH:5][C:3]=1[NH2:4].O=[CH:10][C:11]1[CH:19]=[CH:18][C:15]([O:16][CH3:17])=[C:13]([OH:14])[CH:12]=1.